The task is: Predict the reactants needed to synthesize the given product.. This data is from Full USPTO retrosynthesis dataset with 1.9M reactions from patents (1976-2016). (1) Given the product [ClH:30].[F:1][C:2]1[C:3]([CH2:22][NH:27][CH3:26])=[CH:4][N:5]([S:13]([C:16]2[CH:21]=[CH:20][CH:19]=[CH:18][CH:17]=2)(=[O:15])=[O:14])[C:6]=1[C:7]1[CH:12]=[CH:11][CH:10]=[CH:9][CH:8]=1, predict the reactants needed to synthesize it. The reactants are: [F:1][C:2]1[C:3]([CH:22]=O)=[CH:4][N:5]([S:13]([C:16]2[CH:21]=[CH:20][CH:19]=[CH:18][CH:17]=2)(=[O:15])=[O:14])[C:6]=1[C:7]1[CH:12]=[CH:11][CH:10]=[CH:9][CH:8]=1.CO.[CH3:26][NH2:27].[BH4-].[Na+].[ClH:30].C(=O)([O-])O.[Na+]. (2) Given the product [CH3:5][O:6][C:7]1[CH:8]=[C:9]2[C:13](=[CH:14][CH:15]=1)[N:12]([CH2:2][CH2:3][CH3:4])[C:11]([C:16]1[CH:17]=[CH:18][CH:19]=[CH:20][CH:21]=1)=[CH:10]2, predict the reactants needed to synthesize it. The reactants are: Br[CH2:2][CH2:3][CH3:4].[CH3:5][O:6][C:7]1[CH:8]=[C:9]2[C:13](=[CH:14][CH:15]=1)[NH:12][C:11]([C:16]1[CH:21]=[CH:20][CH:19]=[CH:18][CH:17]=1)=[CH:10]2.C(=O)([O-])[O-].[Cs+].[Cs+]. (3) Given the product [CH3:17][O:16][C:8]1[CH:9]=[C:10]2[C:5](=[CH:6][C:7]=1[O:18][CH3:19])[N:4]=[CH:3][C:12]([C:13]#[N:14])=[C:11]2[CH3:15], predict the reactants needed to synthesize it. The reactants are: Cl.Cl[C:3]1[C:12]([C:13]#[N:14])=[C:11]([CH3:15])[C:10]2[C:5](=[CH:6][C:7]([O:18][CH3:19])=[C:8]([O:16][CH3:17])[CH:9]=2)[N:4]=1.C(=O)([O-])[O-].[K+].[K+]. (4) Given the product [C:23]([C:18]1[CH:19]=[CH:20][C:21]([O:22][CH2:28][C:29]2[CH:30]=[CH:31][C:32]([CH:35]([O:44][CH:45]3[CH2:50][CH2:49][CH2:48][CH2:47][O:46]3)[C:36]3[CH:37]=[C:38]([CH:41]=[CH:42][CH:43]=3)[C:39]#[N:40])=[CH:33][CH:34]=2)=[C:16]([Cl:15])[C:17]=1[OH:26])(=[O:25])[CH3:24], predict the reactants needed to synthesize it. The reactants are: CC(OC(/N=N/C(OC(C)C)=O)=O)C.[Cl:15][C:16]1[C:17]([OH:26])=[C:18]([C:23](=[O:25])[CH3:24])[CH:19]=[CH:20][C:21]=1[OH:22].O[CH2:28][C:29]1[CH:34]=[CH:33][C:32]([CH:35]([O:44][CH:45]2[CH2:50][CH2:49][CH2:48][CH2:47][O:46]2)[C:36]2[CH:37]=[C:38]([CH:41]=[CH:42][CH:43]=2)[C:39]#[N:40])=[CH:31][CH:30]=1.C1(P(C2C=CC=CC=2)C2C=CC=CC=2)C=CC=CC=1. (5) The reactants are: [CH2:1]([NH:5][C:6]1[N:14]=[C:13]2[C:9]([N:10]=[C:11]([O:20]C)[N:12]2[CH2:15][CH2:16][CH2:17][CH2:18]Cl)=[C:8]([NH2:22])[N:7]=1)[CH2:2][CH2:3][CH3:4].[CH:23]1([N:28]2[CH2:33][CH2:32][NH:31][CH2:30][CH2:29]2)[CH2:27][CH2:26][CH2:25][CH2:24]1. Given the product [NH2:22][C:8]1[N:7]=[C:6]([NH:5][CH2:1][CH2:2][CH2:3][CH3:4])[N:14]=[C:13]2[C:9]=1[NH:10][C:11](=[O:20])[N:12]2[CH2:15][CH2:16][CH2:17][CH2:18][N:31]1[CH2:32][CH2:33][N:28]([CH:23]2[CH2:27][CH2:26][CH2:25][CH2:24]2)[CH2:29][CH2:30]1, predict the reactants needed to synthesize it. (6) Given the product [CH2:10]([NH:17][C:6]1([CH2:7][Br:8])[O:5][C:4](=[O:9])[CH:3]=[C:2]1[Br:1])[C:11]1[CH:16]=[CH:15][CH:14]=[CH:13][CH:12]=1, predict the reactants needed to synthesize it. The reactants are: [Br:1][C:2]1[C:6](=[CH:7][Br:8])[O:5][C:4](=[O:9])[CH:3]=1.[CH2:10]([NH2:17])[C:11]1[CH:16]=[CH:15][CH:14]=[CH:13][CH:12]=1. (7) Given the product [C:32]([N:36]1[C:6]2[CH:7]=[CH:8][C:9]3([CH2:10][CH2:11][N:12]([C:15]([O:17][CH2:18][C:19]4[CH:20]=[CH:21][CH:22]=[CH:23][CH:24]=4)=[O:16])[CH2:13][CH2:14]3)[CH2:25][C:5]=2[CH:4]=[N:37]1)([CH3:35])([CH3:34])[CH3:33], predict the reactants needed to synthesize it. The reactants are: CN([CH:4]=[C:5]1[CH2:25][C:9]2([CH2:14][CH2:13][N:12]([C:15]([O:17][CH2:18][C:19]3[CH:24]=[CH:23][CH:22]=[CH:21][CH:20]=3)=[O:16])[CH2:11][CH2:10]2)[CH:8]=[CH:7][C:6]1=O)C.C(O)(=O)C.Cl.[C:32]([NH:36][NH2:37])([CH3:35])([CH3:34])[CH3:33].